From a dataset of Full USPTO retrosynthesis dataset with 1.9M reactions from patents (1976-2016). Predict the reactants needed to synthesize the given product. (1) Given the product [F:37][C:38]([F:46])([F:45])[CH2:39][CH2:40][S:41]([O:1][C:2]1[CH:3]=[N:4][C:5]([NH:18][C:19]([C:21]2[C:30]3[C:25](=[CH:26][CH:27]=[CH:28][CH:29]=3)[C:24]([CH2:31][N:32]3[CH:36]=[CH:35][N:34]=[N:33]3)=[CH:23][CH:22]=2)=[O:20])=[C:6]([C:8](=[O:9])[NH:10][CH2:11][CH:12]2[CH2:17][CH2:16][O:15][CH2:14][CH2:13]2)[N:7]=1)(=[O:43])=[O:42], predict the reactants needed to synthesize it. The reactants are: [OH:1][C:2]1[N:7]=[C:6]([C:8]([NH:10][CH2:11][CH:12]2[CH2:17][CH2:16][O:15][CH2:14][CH2:13]2)=[O:9])[C:5]([NH:18][C:19]([C:21]2[C:30]3[C:25](=[CH:26][CH:27]=[CH:28][CH:29]=3)[C:24]([CH2:31][N:32]3[CH:36]=[CH:35][N:34]=[N:33]3)=[CH:23][CH:22]=2)=[O:20])=[N:4][CH:3]=1.[F:37][C:38]([F:46])([F:45])[CH2:39][CH2:40][S:41](Cl)(=[O:43])=[O:42]. (2) Given the product [I:1][C:2]1[C:10]2[CH:9]=[N:8][CH:7]=[N:6][C:5]=2[N:4]([CH2:18][O:17][CH2:16][CH2:15][Si:14]([CH3:21])([CH3:20])[CH3:13])[CH:3]=1, predict the reactants needed to synthesize it. The reactants are: [I:1][C:2]1[C:10]2[CH:9]=[N:8][CH:7]=[N:6][C:5]=2[NH:4][CH:3]=1.[H-].[Na+].[CH3:13][Si:14]([CH3:21])([CH3:20])[CH2:15][CH2:16][O:17][CH2:18]Cl.O. (3) The reactants are: CO[C:3]1[CH:12]=[CH:11][CH:10]=[C:9]2[C:4]=1[CH:5]=[CH:6]C=[C:8]2[NH:13][CH3:14].[CH3:15][CH:16]([CH3:20])[CH2:17]C=O.[C:21](O)(=O)[CH3:22].[BH-](O[C:35]([CH3:37])=O)(OC(C)=O)OC(C)=O.[Na+].[C:39]([O-])(O)=O.[Na+].C[CH2:45][O:46][C:47]([CH3:49])=O. Given the product [CH3:45][O:46][C:47]1[CH:49]=[CH:6][CH:5]=[C:4]2[C:3]=1[CH:12]=[CH:11][CH:10]=[C:9]2[CH2:8][N:13]([CH2:35][CH2:37][CH:21]([CH3:22])[CH3:39])[CH2:14][CH2:15][CH:16]([CH3:20])[CH3:17], predict the reactants needed to synthesize it. (4) Given the product [C:25]([N:5]1[C:6]2[C:7](=[CH:11][C:12]([Br:15])=[CH:13][CH:14]=2)[C:8]([O:18][C:16](=[O:19])[CH3:17])=[CH:4]1)(=[O:27])[CH3:26], predict the reactants needed to synthesize it. The reactants are: C([CH2:4][NH:5][C:6]1[CH:14]=[CH:13][C:12]([Br:15])=[CH:11][C:7]=1[C:8](O)=O)(O)=O.[C:16]([O-:19])(=[O:18])[CH3:17].[Na+].C(O[C:25](=[O:27])[CH3:26])(=O)C. (5) Given the product [CH2:6]([OH:7])[CH2:5][CH2:4][CH2:3][OH:13].[CH2:9]([CH:5]([CH2:4][CH2:3][CH2:2][CH3:1])[CH2:6][OH:7])[CH3:10], predict the reactants needed to synthesize it. The reactants are: [C:1]1(=O)[O:7][CH2:6][CH2:5][CH2:4][CH2:3][CH2:2]1.[CH:9](O)([OH:13])[CH2:10]CC.[OH-].[K+]. (6) Given the product [CH3:7][O:8][C:9]1[CH:10]=[C:11]([C:17](=[CH2:1])[C:18]([C:20]2[C:21]([O:32][CH3:33])=[C:22]3[C:27](=[CH:28][CH:29]=2)[O:26][C:25]([CH3:31])([CH3:30])[CH:24]=[CH:23]3)=[O:19])[CH:12]=[CH:13][C:14]=1[O:15][CH3:16], predict the reactants needed to synthesize it. The reactants are: [C:1](=O)([O-])[O-].[K+].[K+].[CH3:7][O:8][C:9]1[CH:10]=[C:11]([CH2:17][C:18]([C:20]2[C:21]([O:32][CH3:33])=[C:22]3[C:27](=[CH:28][CH:29]=2)[O:26][C:25]([CH3:31])([CH3:30])[CH:24]=[CH:23]3)=[O:19])[CH:12]=[CH:13][C:14]=1[O:15][CH3:16].C=O. (7) Given the product [C:6]([CH2:8][N:9]1[C:18]2[C:13](=[C:14]([CH2:21][CH:28]3[S:24][C:25](=[O:30])[NH:26][C:27]3=[O:29])[CH:15]=[CH:16][C:17]=2[O:19][CH3:20])[CH2:12][CH2:11][C:10]1=[O:23])([OH:5])=[O:7], predict the reactants needed to synthesize it. The reactants are: C([O:5][C:6]([CH2:8][N:9]1[C:18]2[C:17]([O:19][CH3:20])=[CH:16][CH:15]=[C:14]([CH:21]=O)[C:13]=2[CH2:12][CH2:11][C:10]1=[O:23])=[O:7])(C)(C)C.[S:24]1[CH2:28][C:27](=[O:29])[NH:26][C:25]1=[O:30].N1C=CC=CC1.